Dataset: Forward reaction prediction with 1.9M reactions from USPTO patents (1976-2016). Task: Predict the product of the given reaction. (1) Given the reactants I[C:2]1[CH:11]=[CH:10][CH:9]=[C:8]2[C:3]=1[CH:4]=[CH:5][C:6](Cl)=[N:7]2.[CH3:13][O:14][C:15]1[CH:23]=[C:22]2[C:18]([CH2:19][CH2:20][CH:21]2[NH2:24])=[CH:17][CH:16]=1.[CH3:25][S:26]([C:29]1[CH:30]=[C:31]([CH:33]=[CH:34][CH:35]=1)[NH2:32])(=[O:28])=[O:27], predict the reaction product. The product is: [CH3:25][S:26]([C:29]1[CH:30]=[C:31]([NH:32][C:2]2[C:3]3[CH:4]=[CH:5][C:6]([NH:24][CH:21]4[C:22]5[C:18](=[CH:17][CH:16]=[C:15]([O:14][CH3:13])[CH:23]=5)[CH2:19][CH2:20]4)=[N:7][C:8]=3[CH:9]=[CH:10][CH:11]=2)[CH:33]=[CH:34][CH:35]=1)(=[O:27])=[O:28]. (2) Given the reactants [Br:1][C:2]1[CH:3]=[CH:4][C:5]([F:17])=[C:6]2[C:11]=1[N:10]=[C:9]([C:12](OCC)=[O:13])[CH:8]=[CH:7]2.CC(C[AlH]CC(C)C)C, predict the reaction product. The product is: [Br:1][C:2]1[CH:3]=[CH:4][C:5]([F:17])=[C:6]2[C:11]=1[N:10]=[C:9]([CH2:12][OH:13])[CH:8]=[CH:7]2. (3) Given the reactants Cl.[CH2:2]([O:9][C:10](=[O:37])[NH:11][CH2:12][CH2:13][CH2:14][CH2:15][C@H:16]([NH:28][C:29]([C@@H:31]1[CH2:36][CH2:35][CH2:34][NH:33][CH2:32]1)=[O:30])[C:17]([C:19]1[S:20][C:21]2[CH:27]=[CH:26][CH:25]=[CH:24][C:22]=2[N:23]=1)=[O:18])[C:3]1[CH:8]=[CH:7][CH:6]=[CH:5][CH:4]=1.[C:38](Cl)(=[O:40])[CH3:39], predict the reaction product. The product is: [CH2:2]([O:9][C:10](=[O:37])[NH:11][CH2:12][CH2:13][CH2:14][CH2:15][C@H:16]([NH:28][C:29]([C@@H:31]1[CH2:36][CH2:35][CH2:34][N:33]([C:38](=[O:40])[CH3:39])[CH2:32]1)=[O:30])[C:17]([C:19]1[S:20][C:21]2[CH:27]=[CH:26][CH:25]=[CH:24][C:22]=2[N:23]=1)=[O:18])[C:3]1[CH:4]=[CH:5][CH:6]=[CH:7][CH:8]=1. (4) The product is: [NH2:9][CH2:8][C:7]1[N:6]=[CH:5][C:4]([C:10]([O:12][CH3:13])=[O:11])=[CH:3][C:2]=1[Cl:1]. Given the reactants [Cl:1][C:2]1[CH:3]=[C:4]([C:10]([O:12][CH3:13])=[O:11])[CH:5]=[N:6][C:7]=1[C:8]#[N:9], predict the reaction product. (5) Given the reactants Br[C:2]1[CH:3]=[C:4]([NH2:9])[C:5]([Cl:8])=[N:6][CH:7]=1.[O:10]1[CH2:15][CH:14]=[C:13](B2OC(C)(C)C(C)(C)O2)[CH2:12][CH2:11]1.C1(P(C2CCCCC2)C2(OC)CC=CC(OC)=C2C2C=CC=CC=2)CCCCC1.COC1C=CC=C(OC)C=1C1C=CC=CC=1P(C1CCCCC1)C1CCCCC1.[O-]P([O-])([O-])=O.[K+].[K+].[K+], predict the reaction product. The product is: [Cl:8][C:5]1[C:4]([NH2:9])=[CH:3][C:2]([C:13]2[CH2:14][CH2:15][O:10][CH2:11][CH:12]=2)=[CH:7][N:6]=1. (6) Given the reactants [NH2:1][C:2]([C@@H:4]1[CH2:9][CH2:8][CH2:7][CH2:6][N:5]1C(OC(C)(C)C)=O)=[O:3].O1CCOCC1, predict the reaction product. The product is: [NH:5]1[CH2:6][CH2:7][CH2:8][CH2:9][C@H:4]1[C:2]([NH2:1])=[O:3]. (7) Given the reactants CN(C(ON1N=NC2C=CC=CC1=2)=[N+](C)C)C.[B-](F)(F)(F)F.[C:23]([O:27][C:28]([N:30]([CH2:35][CH2:36][CH2:37][CH2:38][CH2:39][O:40][C:41]1[CH:46]=[CH:45][C:44]([C:47]([O:49][CH3:50])=[O:48])=[CH:43][CH:42]=1)[CH2:31][C:32]([OH:34])=O)=[O:29])([CH3:26])([CH3:25])[CH3:24].[NH2:51][C@@H:52]([C:77]([CH3:80])([CH3:79])[CH3:78])[C:53]([N:55]1[CH2:59][C@H:58]([OH:60])[CH2:57][C@H:56]1[C:61]([NH:63][CH2:64][C:65]1[CH:70]=[CH:69][C:68]([C:71]2[S:75][CH:74]=[N:73][C:72]=2[CH3:76])=[CH:67][CH:66]=1)=[O:62])=[O:54].CCN(C(C)C)C(C)C, predict the reaction product. The product is: [C:23]([O:27][C:28]([N:30]([CH2:31][C:32](=[O:34])[NH:51][C@@H:52]([C:77]([CH3:80])([CH3:79])[CH3:78])[C:53]([N:55]1[CH2:59][C@H:58]([OH:60])[CH2:57][C@H:56]1[C:61](=[O:62])[NH:63][CH2:64][C:65]1[CH:66]=[CH:67][C:68]([C:71]2[S:75][CH:74]=[N:73][C:72]=2[CH3:76])=[CH:69][CH:70]=1)=[O:54])[CH2:35][CH2:36][CH2:37][CH2:38][CH2:39][O:40][C:41]1[CH:42]=[CH:43][C:44]([C:47]([O:49][CH3:50])=[O:48])=[CH:45][CH:46]=1)=[O:29])([CH3:26])([CH3:25])[CH3:24].